Dataset: Retrosynthesis with 50K atom-mapped reactions and 10 reaction types from USPTO. Task: Predict the reactants needed to synthesize the given product. (1) Given the product CCc1cc(CN)c(OC)nc1C, predict the reactants needed to synthesize it. The reactants are: CCc1cc(C#N)c(OC)nc1C. (2) The reactants are: NS(=O)(=O)c1ccc(CO)cc1. Given the product NS(=O)(=O)c1ccc(C=O)cc1, predict the reactants needed to synthesize it. (3) Given the product N#Cc1ccc2c(c1)ncc(=O)n2CCN1CCC(NCc2ccc3c(n2)NC(=O)CO3)CC1, predict the reactants needed to synthesize it. The reactants are: N#Cc1ccc2c(c1)ncc(=O)n2CCN1CCC(N)CC1.O=Cc1ccc2c(n1)NC(=O)CO2. (4) Given the product Nc1cccc(-c2ccccc2)c1Nc1ccccc1, predict the reactants needed to synthesize it. The reactants are: O=[N+]([O-])c1cccc(-c2ccccc2)c1Nc1ccccc1. (5) Given the product COC(=O)C(C)Oc1cc(C)ccc1COc1ccc(NC(=S)N2CCCCN2)c(F)c1, predict the reactants needed to synthesize it. The reactants are: C1CCNNC1.COC(=O)C(C)Oc1cc(C)ccc1COc1ccc(N=C=S)c(F)c1. (6) Given the product CC(=O)c1c(N2CCC[C@@H](NC(=O)OC(C)(C)C)C2)n(Cc2ccccc2Cl)c2c(=O)n(C)c(=O)n(C)c12, predict the reactants needed to synthesize it. The reactants are: CC(O)c1c(N2CCC[C@@H](NC(=O)OC(C)(C)C)C2)n(Cc2ccccc2Cl)c2c(=O)n(C)c(=O)n(C)c12. (7) Given the product CC(C)(C)OC(=O)[C@@H]1CCC(=O)N1c1ccc([N+](=O)[O-])cc1, predict the reactants needed to synthesize it. The reactants are: CC(C)(C)OC(=O)[C@@H]1CCC(=O)N1.O=[N+]([O-])c1ccc(F)cc1. (8) Given the product C[C@@H](C[C@H](N)CO)C(F)(F)F, predict the reactants needed to synthesize it. The reactants are: C[C@@H](C[C@@H](CO)NC(=O)OCc1ccccc1)C(F)(F)F. (9) Given the product COc1cc(-c2cnn(C)c2)cn2ncc(C#CC3CN(C(=O)OCc4cccnc4)C3)c12, predict the reactants needed to synthesize it. The reactants are: C#CC1CN(C(=O)OCc2cccnc2)C1.COc1cc(-c2cnn(C)c2)cn2ncc(I)c12. (10) Given the product C[C@@H](Nc1nc(SCc2cccc(F)c2F)nc2nc(N)sc12)C(N)=O, predict the reactants needed to synthesize it. The reactants are: C[C@@H](N)C(N)=O.Nc1nc2nc(SCc3cccc(F)c3F)nc(Cl)c2s1.